From a dataset of Reaction yield outcomes from USPTO patents with 853,638 reactions. Predict the reaction yield, written as a fraction of the theoretical maximum amount of product (1.0 means a 100% yield; for example, 0.34 means a 34% yield). The reactants are [CH2:1]([O:4][C:5]1[C:12]([O:13][CH3:14])=[C:11]([N+:15]([O-:17])=[O:16])[CH:10]=[CH:9][C:6]=1[CH:7]=[O:8])[CH:2]=[CH2:3].CC(=CC)C.[O-:23]Cl=O.[Na+]. The catalyst is CC(O)(C)C. The product is [CH2:1]([O:4][C:5]1[C:12]([O:13][CH3:14])=[C:11]([N+:15]([O-:17])=[O:16])[CH:10]=[CH:9][C:6]=1[C:7]([OH:23])=[O:8])[CH:2]=[CH2:3]. The yield is 0.920.